This data is from Forward reaction prediction with 1.9M reactions from USPTO patents (1976-2016). The task is: Predict the product of the given reaction. (1) Given the reactants Cl[C:2]1[CH:7]=[C:6]([Cl:8])[N:5]=[N:4][C:3]=1[C:9]([O:11][CH2:12][CH3:13])=[O:10].[CH3:14][O:15][C:16]1[CH:17]=[CH:18][C:19]([NH2:25])=[N:20][C:21]=1[CH2:22][CH2:23][CH3:24], predict the reaction product. The product is: [Cl:8][C:6]1[N:5]=[N:4][C:3]([C:9]([O:11][CH2:12][CH3:13])=[O:10])=[C:2]([NH:25][C:19]2[CH:18]=[CH:17][C:16]([O:15][CH3:14])=[C:21]([CH2:22][CH2:23][CH3:24])[N:20]=2)[CH:7]=1. (2) The product is: [CH3:8][O:9][C:10](=[O:35])/[CH:11]=[CH:12]/[C:13]1[CH:14]=[C:15]2[C:31](=[CH:32][CH:33]=1)[O:30][C:18]1([CH2:22][CH2:21][NH:20][CH2:19]1)[CH2:17][C:16]2=[O:34]. Given the reactants Cl.O1CCOCC1.[CH3:8][O:9][C:10](=[O:35])/[CH:11]=[CH:12]/[C:13]1[CH:14]=[C:15]2[C:31](=[CH:32][CH:33]=1)[O:30][C:18]1([CH2:22][CH2:21][N:20](C(OC(C)(C)C)=O)[CH2:19]1)[CH2:17][C:16]2=[O:34], predict the reaction product.